Dataset: Forward reaction prediction with 1.9M reactions from USPTO patents (1976-2016). Task: Predict the product of the given reaction. (1) Given the reactants [CH2:1]([O:8][C:9]([C:11]1[C:19]2[C:14](=[CH:15][CH:16]=[C:17]([C:20]#[C:21][CH2:22][N:23]([CH3:25])[CH3:24])[CH:18]=2)[NH:13][C:12]=1[CH3:26])=[O:10])[C:2]1[CH:7]=[CH:6][CH:5]=[CH:4][CH:3]=1, predict the reaction product. The product is: [CH2:1]([O:8][C:9]([C:11]1[C:19]2[C:14](=[CH:15][CH:16]=[C:17](/[CH:20]=[CH:21]\[CH2:22][N:23]([CH3:25])[CH3:24])[CH:18]=2)[NH:13][C:12]=1[CH3:26])=[O:10])[C:2]1[CH:7]=[CH:6][CH:5]=[CH:4][CH:3]=1. (2) The product is: [Cl:5][C:6]1[CH:12]=[CH:11][C:9]([NH2:10])=[C:8]([I:1])[CH:7]=1. Given the reactants [I-:1].[K+].II.[Cl:5][C:6]1[CH:12]=[CH:11][C:9]([NH2:10])=[CH:8][CH:7]=1.C(=O)([O-])O.[Na+], predict the reaction product. (3) The product is: [Cl:1][C:2]1[CH:7]=[C:6]([C:12]([C:11]([F:18])([F:17])[F:10])=[CH2:13])[CH:5]=[C:4]([Cl:9])[N:3]=1. Given the reactants [Cl:1][C:2]1[CH:7]=[C:6](I)[CH:5]=[C:4]([Cl:9])[N:3]=1.[F:10][C:11]([F:18])([F:17])[C:12](B(O)O)=[CH2:13].C(=O)([O-])[O-].[K+].[K+], predict the reaction product. (4) The product is: [O:1]=[C:2]1[C:6]2([CH2:10][CH2:9][CH2:8][CH2:7]2)[CH2:5][N:4]([C:11]([O:13][C:14]([CH3:17])([CH3:16])[CH3:15])=[O:12])[CH2:3]1. Given the reactants [OH:1][CH:2]1[C:6]2([CH2:10][CH2:9][CH2:8][CH2:7]2)[CH2:5][N:4]([C:11]([O:13][C:14]([CH3:17])([CH3:16])[CH3:15])=[O:12])[CH2:3]1.C1C=C[NH+]=CC=1.C1C=C[NH+]=CC=1.[O-][Cr](O[Cr]([O-])(=O)=O)(=O)=O, predict the reaction product. (5) Given the reactants IC.[CH:3]1([C:6]2[CH:11]=[C:10]([C:12]([O-])=[O:13])[C:9]([OH:15])=[CH:8][C:7]=2[C:16]2[CH:21]=[CH:20][C:19]([F:22])=[CH:18][CH:17]=2)[CH2:5][CH2:4]1.[C:23](=O)([O-])[O-].[K+].[K+].CN(C=O)C, predict the reaction product. The product is: [CH:3]1([C:6]2[CH:11]=[C:10]([CH:12]=[O:13])[C:9]([O:15][CH3:23])=[CH:8][C:7]=2[C:16]2[CH:17]=[CH:18][C:19]([F:22])=[CH:20][CH:21]=2)[CH2:5][CH2:4]1. (6) The product is: [CH2:1]([O:3][C:4](=[O:14])[N:5]=[C:6]([NH:17][CH:18]([C:19](=[O:20])[NH:21][C:22]1([C:32]#[N:33])[CH2:26][CH2:25][N:24]([CH:27]([CH2:28][CH3:29])[CH2:30][CH3:31])[CH2:23]1)[CH2:34][CH:35]1[CH2:40][CH2:39][CH2:38][CH2:37][CH2:36]1)[N:8]1[CH2:13][CH2:12][O:11][CH2:10][CH2:9]1)[CH3:2]. Given the reactants [CH2:1]([O:3][C:4](=[O:14])[NH:5][C:6]([N:8]1[CH2:13][CH2:12][O:11][CH2:10][CH2:9]1)=S)[CH3:2].Cl.Cl.[NH2:17][CH:18]([CH2:34][CH:35]1[CH2:40][CH2:39][CH2:38][CH2:37][CH2:36]1)[C:19]([NH:21][C:22]1([C:32]#[N:33])[CH2:26][CH2:25][N:24]([CH:27]([CH2:30][CH3:31])[CH2:28][CH3:29])[CH2:23]1)=[O:20], predict the reaction product.